Dataset: NCI-60 drug combinations with 297,098 pairs across 59 cell lines. Task: Regression. Given two drug SMILES strings and cell line genomic features, predict the synergy score measuring deviation from expected non-interaction effect. Drug 1: C1=NC2=C(N=C(N=C2N1C3C(C(C(O3)CO)O)F)Cl)N. Drug 2: CC1=C(C(=CC=C1)Cl)NC(=O)C2=CN=C(S2)NC3=CC(=NC(=N3)C)N4CCN(CC4)CCO. Cell line: CAKI-1. Synergy scores: CSS=43.8, Synergy_ZIP=0.475, Synergy_Bliss=0.799, Synergy_Loewe=-8.35, Synergy_HSA=-0.899.